From a dataset of Forward reaction prediction with 1.9M reactions from USPTO patents (1976-2016). Predict the product of the given reaction. Given the reactants C(O[C:6](=O)[N:7]([C@H:9]([C:11](=[O:41])[NH:12][C@@H:13]1[C:19](=[O:20])[N:18]([CH2:21][C:22]2[C:31]3[C:26](=[CH:27][C:28]([C:32](=[O:34])[CH3:33])=[CH:29][CH:30]=3)[CH:25]=[CH:24][C:23]=2[O:35][CH3:36])[C:17]2[CH:37]=[CH:38][CH:39]=[CH:40][C:16]=2[CH2:15][CH2:14]1)[CH3:10])C)(C)(C)C.[BH4-].[Na+].CCO, predict the reaction product. The product is: [OH:34][CH:32]([C:28]1[CH:27]=[C:26]2[C:31](=[CH:30][CH:29]=1)[C:22]([CH2:21][N:18]1[C:19](=[O:20])[C@@H:13]([NH:12][C:11](=[O:41])[C@@H:9]([NH:7][CH3:6])[CH3:10])[CH2:14][CH2:15][C:16]3[CH:40]=[CH:39][CH:38]=[CH:37][C:17]1=3)=[C:23]([O:35][CH3:36])[CH:24]=[CH:25]2)[CH3:33].